Task: Predict the product of the given reaction.. Dataset: Forward reaction prediction with 1.9M reactions from USPTO patents (1976-2016) (1) Given the reactants F[C:2]1[CH:9]=[CH:8][C:7]([N+:10]([O-:12])=[O:11])=[CH:6][C:3]=1[C:4]#[N:5].[CH3:13][CH:14]([SH:16])[CH3:15].C(N(CC)CC)C.O, predict the reaction product. The product is: [CH:14]([S:16][C:2]1[CH:9]=[CH:8][C:7]([N+:10]([O-:12])=[O:11])=[CH:6][C:3]=1[C:4]#[N:5])([CH3:15])[CH3:13]. (2) Given the reactants [OH:1][NH:2][C:3]([C:5]1[C:10]([C:11]2[CH:16]=[CH:15][CH:14]=[CH:13][CH:12]=2)=[CH:9][CH:8]=[CH:7][N:6]=1)=[NH:4].[CH2:17]([O:19][C:20]1[CH:21]=[C:22]([OH:29])[C:23](=[CH:27][CH:28]=1)[C:24](O)=O)[CH3:18], predict the reaction product. The product is: [CH2:17]([O:19][C:20]1[CH:28]=[CH:27][C:23]([C:24]2[O:1][N:2]=[C:3]([C:5]3[C:10]([C:11]4[CH:16]=[CH:15][CH:14]=[CH:13][CH:12]=4)=[CH:9][CH:8]=[CH:7][N:6]=3)[N:4]=2)=[C:22]([OH:29])[CH:21]=1)[CH3:18].